Task: Binary Classification. Given a drug SMILES string, predict its activity (active/inactive) in a high-throughput screening assay against a specified biological target.. Dataset: HIV replication inhibition screening data with 41,000+ compounds from the AIDS Antiviral Screen The drug is COC(=NN=Cc1ccc(OC)c(OC)c1)c1ccncc1. The result is 0 (inactive).